The task is: Regression. Given two drug SMILES strings and cell line genomic features, predict the synergy score measuring deviation from expected non-interaction effect.. This data is from NCI-60 drug combinations with 297,098 pairs across 59 cell lines. (1) Drug 1: CN(C)N=NC1=C(NC=N1)C(=O)N. Drug 2: COCCOC1=C(C=C2C(=C1)C(=NC=N2)NC3=CC=CC(=C3)C#C)OCCOC.Cl. Cell line: UACC62. Synergy scores: CSS=3.98, Synergy_ZIP=-1.48, Synergy_Bliss=-0.471, Synergy_Loewe=0.343, Synergy_HSA=0.405. (2) Drug 1: COC1=C(C=C2C(=C1)N=CN=C2NC3=CC(=C(C=C3)F)Cl)OCCCN4CCOCC4. Drug 2: CCC1(C2=C(COC1=O)C(=O)N3CC4=CC5=C(C=CC(=C5CN(C)C)O)N=C4C3=C2)O.Cl. Cell line: ACHN. Synergy scores: CSS=59.1, Synergy_ZIP=1.61, Synergy_Bliss=1.84, Synergy_Loewe=1.52, Synergy_HSA=5.08. (3) Drug 1: C1=CC(=C2C(=C1NCCNCCO)C(=O)C3=C(C=CC(=C3C2=O)O)O)NCCNCCO. Drug 2: CC12CCC3C(C1CCC2O)C(CC4=C3C=CC(=C4)O)CCCCCCCCCS(=O)CCCC(C(F)(F)F)(F)F. Cell line: LOX IMVI. Synergy scores: CSS=27.7, Synergy_ZIP=-2.93, Synergy_Bliss=-5.82, Synergy_Loewe=-23.6, Synergy_HSA=-4.77. (4) Drug 1: CC=C1C(=O)NC(C(=O)OC2CC(=O)NC(C(=O)NC(CSSCCC=C2)C(=O)N1)C(C)C)C(C)C. Drug 2: CC(C)CN1C=NC2=C1C3=CC=CC=C3N=C2N. Cell line: OVCAR-5. Synergy scores: CSS=55.2, Synergy_ZIP=-0.124, Synergy_Bliss=0.307, Synergy_Loewe=1.08, Synergy_HSA=1.03.